This data is from Peptide-MHC class I binding affinity with 185,985 pairs from IEDB/IMGT. The task is: Regression. Given a peptide amino acid sequence and an MHC pseudo amino acid sequence, predict their binding affinity value. This is MHC class I binding data. (1) The peptide sequence is FTWYGIAAL. The MHC is HLA-A68:01 with pseudo-sequence HLA-A68:01. The binding affinity (normalized) is 0. (2) The peptide sequence is NMERKLNLS. The MHC is HLA-B15:01 with pseudo-sequence HLA-B15:01. The binding affinity (normalized) is 0.0847.